Predict the product of the given reaction. From a dataset of Forward reaction prediction with 1.9M reactions from USPTO patents (1976-2016). (1) Given the reactants [Cl:1][C:2]1[CH:3]=[C:4]([C:9]2[CH:21]=[CH:20][C:12]([C:13]([NH:15][S:16]([CH3:19])(=[O:18])=[O:17])=[O:14])=[CH:11][C:10]=2[O:22][CH3:23])[CH:5]=[N:6][C:7]=1F.C([O-])([O-])=O.[Cs+].[Cs+].[Cl:30][C:31]1[CH:32]=[C:33]([OH:38])[CH:34]=[C:35]([Cl:37])[CH:36]=1, predict the reaction product. The product is: [Cl:1][C:2]1[CH:3]=[C:4]([C:9]2[CH:21]=[CH:20][C:12]([C:13]([NH:15][S:16]([CH3:19])(=[O:18])=[O:17])=[O:14])=[CH:11][C:10]=2[O:22][CH3:23])[CH:5]=[N:6][C:7]=1[O:38][C:33]1[CH:32]=[C:31]([Cl:30])[CH:36]=[C:35]([Cl:37])[CH:34]=1. (2) Given the reactants [CH2:1]([N:8]1[CH2:12][CH:11]([N:13](C(OC(C)(C)C)=O)[CH2:14][C:15]2[CH:20]=[CH:19][C:18]([F:21])=[CH:17][C:16]=2[F:22])[CH2:10][CH:9]1[C:30](O)=[O:31])[C:2]1[CH:7]=[CH:6][CH:5]=[CH:4][CH:3]=1.[CH2:33]([O:35][C:36]1[CH:41]=[CH:40][C:39]([N:42]2[CH2:47][CH2:46][NH:45][CH2:44][CH2:43]2)=[CH:38][CH:37]=1)[CH3:34], predict the reaction product. The product is: [CH2:1]([N:8]1[CH2:12][C@@H:11]([NH:13][CH2:14][C:15]2[CH:20]=[CH:19][C:18]([F:21])=[CH:17][C:16]=2[F:22])[CH2:10][C@H:9]1[C:30]([N:45]1[CH2:44][CH2:43][N:42]([C:39]2[CH:38]=[CH:37][C:36]([O:35][CH2:33][CH3:34])=[CH:41][CH:40]=2)[CH2:47][CH2:46]1)=[O:31])[C:2]1[CH:7]=[CH:6][CH:5]=[CH:4][CH:3]=1.